Task: Predict which catalyst facilitates the given reaction.. Dataset: Catalyst prediction with 721,799 reactions and 888 catalyst types from USPTO (1) Reactant: [CH:1]1[CH:2]=[CH:3][C:4]2N(O)N=[N:7][C:5]=2C=1.C(N)CCCC.[C:17]([O:21][C:22]([NH:24][C@@H:25]([CH2:29][C:30]1[CH:35]=[CH:34][C:33]([N:36]2[CH2:40][C:39](=[O:41])[N:38]([CH2:42][C:43]3[CH:48]=[CH:47][C:46]([O:49][CH3:50])=[CH:45][CH:44]=3)[S:37]2(=[O:52])=[O:51])=[CH:32][CH:31]=1)[C:26]([OH:28])=O)=[O:23])([CH3:20])([CH3:19])[CH3:18]. Product: [C:17]([O:21][C:22](=[O:23])[NH:24][C@H:25]([C:26](=[O:28])[NH:7][CH2:5][CH2:4][CH2:3][CH2:2][CH3:1])[CH2:29][C:30]1[CH:31]=[CH:32][C:33]([N:36]2[CH2:40][C:39](=[O:41])[N:38]([CH2:42][C:43]3[CH:48]=[CH:47][C:46]([O:49][CH3:50])=[CH:45][CH:44]=3)[S:37]2(=[O:52])=[O:51])=[CH:34][CH:35]=1)([CH3:18])([CH3:19])[CH3:20]. The catalyst class is: 2. (2) Reactant: [NH:1]1[CH:5]=[CH:4][N:3]=[C:2]1[CH2:6][NH:7][CH2:8][C:9]1[CH:31]=[CH:30][C:12]([CH2:13][O:14][CH2:15][C:16]2[CH:29]=[CH:28][C:19]([CH2:20][N:21]([CH2:25][CH2:26][CH3:27])[CH2:22][CH2:23][CH3:24])=[CH:18][CH:17]=2)=[CH:11][CH:10]=1.C([BH3-])#N.[Na+].C(O)(=O)C.[NH:40]1[CH:44]=[CH:43][N:42]=[C:41]1[CH:45]=O. Product: [NH:1]1[CH:5]=[CH:4][N:3]=[C:2]1[CH2:6][N:7]([CH2:8][C:9]1[CH:31]=[CH:30][C:12]([CH2:13][O:14][CH2:15][C:16]2[CH:17]=[CH:18][C:19]([CH2:20][N:21]([CH2:25][CH2:26][CH3:27])[CH2:22][CH2:23][CH3:24])=[CH:28][CH:29]=2)=[CH:11][CH:10]=1)[CH2:45][C:41]1[NH:40][CH:44]=[CH:43][N:42]=1. The catalyst class is: 5. (3) Reactant: [Cl:1][C:2]1[CH:3]=[C:4]2[C:8](=[CH:9][CH:10]=1)[N:7]([CH2:11][C:12]([OH:14])=[O:13])[C:6]([CH3:15])=[CH:5]2.[C:16](=O)([O-])[O-].[K+].[K+].BrCC(OC)=O. Product: [CH3:16][O:13][C:12](=[O:14])[CH2:11][N:7]1[C:8]2[C:4](=[CH:3][C:2]([Cl:1])=[CH:10][CH:9]=2)[CH:5]=[C:6]1[CH3:15]. The catalyst class is: 9. (4) Product: [F:1][C:2]1[CH:10]=[C:9]2[C:5]([CH:6]=[CH:7][NH:8]2)=[C:4]([CH2:11][NH2:12])[CH:3]=1. The catalyst class is: 834. Reactant: [F:1][C:2]1[CH:3]=[C:4]([C:11]#[N:12])[C:5]2[CH:6]=[CH:7][NH:8][C:9]=2[CH:10]=1.